Dataset: Merck oncology drug combination screen with 23,052 pairs across 39 cell lines. Task: Regression. Given two drug SMILES strings and cell line genomic features, predict the synergy score measuring deviation from expected non-interaction effect. (1) Drug 1: O=S1(=O)NC2(CN1CC(F)(F)F)C1CCC2Cc2cc(C=CCN3CCC(C(F)(F)F)CC3)ccc2C1. Drug 2: CN(C)C(=N)N=C(N)N. Cell line: UWB1289. Synergy scores: synergy=4.62. (2) Drug 1: O=C(CCCCCCC(=O)Nc1ccccc1)NO. Drug 2: COC1CC2CCC(C)C(O)(O2)C(=O)C(=O)N2CCCCC2C(=O)OC(C(C)CC2CCC(OP(C)(C)=O)C(OC)C2)CC(=O)C(C)C=C(C)C(O)C(OC)C(=O)C(C)CC(C)C=CC=CC=C1C. Cell line: SW837. Synergy scores: synergy=19.1.